The task is: Predict the product of the given reaction.. This data is from Forward reaction prediction with 1.9M reactions from USPTO patents (1976-2016). (1) Given the reactants [Cl:1][C:2]1[C:3]([C:8]([OH:10])=O)=[N:4][CH:5]=[CH:6][N:7]=1.C(O)(=O)CC(O)=O.C([K])C.[CH2:21]([O:23][C:24](=[O:35])[CH2:25]C(C1C(F)=CC=CN=1)=O)[CH3:22], predict the reaction product. The product is: [CH2:21]([O:23][C:24](=[O:35])[CH2:25][C:8]([C:3]1[C:2]([Cl:1])=[N:7][CH:6]=[CH:5][N:4]=1)=[O:10])[CH3:22]. (2) Given the reactants [F:1][C:2]1([F:23])[C@H:6]([OH:7])[C@@H:5]([CH2:8][OH:9])[O:4][C@H:3]1[N:10]1[CH:15]=[CH:14][C:13]([NH:16][C:17]([O:19][CH2:20][CH3:21])=[O:18])=[N:12][C:11]1=[O:22].CCN(CC)CC.[C:31](O[C:31]([O:33][C:34]([CH3:37])([CH3:36])[CH3:35])=[O:32])([O:33][C:34]([CH3:37])([CH3:36])[CH3:35])=[O:32], predict the reaction product. The product is: [C:34]([O:33][C:31]([O:7][C@@H:6]1[C@@H:5]([CH2:8][OH:9])[O:4][C@@H:3]([N:10]2[CH:15]=[CH:14][C:13]([NH:16][C:17]([O:19][CH2:20][CH3:21])=[O:18])=[N:12][C:11]2=[O:22])[C:2]1([F:1])[F:23])=[O:32])([CH3:37])([CH3:36])[CH3:35]. (3) The product is: [ClH:1].[ClH:1].[ClH:1].[C:38]([N:22]1[CH2:21][CH2:20][CH:19]([O:18][C:15]2[CH:14]=[CH:13][C:12]([N:11]([CH2:25]/[CH:26]=[CH:27]/[C:28]3[CH:29]=[C:30]([CH:34]=[CH:35][CH:36]=3)[C:31]([NH2:33])=[NH:32])[CH2:4][C:5]3[CH:6]=[CH:7][CH:8]=[CH:9][CH:10]=3)=[CH:17][CH:16]=2)[CH2:24][CH2:23]1)(=[NH:43])[CH3:39]. Given the reactants [ClH:1].Cl.Cl.[CH2:4]([N:11]([CH2:25]/[CH:26]=[CH:27]/[C:28]1[CH:29]=[C:30]([CH:34]=[CH:35][CH:36]=1)[C:31]([NH2:33])=[NH:32])[C:12]1[CH:17]=[CH:16][C:15]([O:18][CH:19]2[CH2:24][CH2:23][NH:22][CH2:21][CH2:20]2)=[CH:14][CH:13]=1)[C:5]1[CH:10]=[CH:9][CH:8]=[CH:7][CH:6]=1.Cl.[C:38](=[NH:43])(OCC)[CH3:39].C(N(CC)CC)C.Cl, predict the reaction product. (4) Given the reactants Cl[C:2]1[C:7]2[CH2:8][CH2:9][CH2:10][C:6]=2[N:5]=[C:4]([NH2:11])[N:3]=1.[O-:12][CH2:13][CH3:14].[Na+], predict the reaction product. The product is: [CH2:13]([O:12][C:2]1[C:7]2[CH2:8][CH2:9][CH2:10][C:6]=2[N:5]=[C:4]([NH2:11])[N:3]=1)[CH3:14]. (5) Given the reactants [CH3:1]OC(=O)C=C.[CH3:7][O:8][C:9]1[CH:10]=[C:11]([CH:17]=[C:18]([C:22]2[CH:27]=[CH:26][C:25]([O:28][C:29]3[CH:34]=[CH:33][C:32]([CH2:35][CH2:36][C:37](=[O:42])[NH:38][C:39]([NH2:41])=[O:40])=[CH:31][CH:30]=3)=[CH:24][CH:23]=2)[C:19]([OH:21])=[O:20])[CH:12]=[C:13]([O:15][CH3:16])[CH:14]=1.C([O-])([O-])=O.[K+].[K+].S(OC)(OC)(=O)=O.Cl, predict the reaction product. The product is: [CH3:1][O:20][C:19](=[O:21])[C:18]([C:22]1[CH:23]=[CH:24][C:25]([O:28][C:29]2[CH:34]=[CH:33][C:32]([CH2:35][CH2:36][C:37](=[O:42])[NH:38][C:39]([NH2:41])=[O:40])=[CH:31][CH:30]=2)=[CH:26][CH:27]=1)=[CH:17][C:11]1[CH:10]=[C:9]([O:8][CH3:7])[CH:14]=[C:13]([O:15][CH3:16])[CH:12]=1. (6) Given the reactants [Cl:1][C:2]1[C:3](I)=[CH:4][C:5]([N+:9]([O-:11])=[O:10])=[C:6]([CH:8]=1)[NH2:7].[Cl:13][C:14]1[CH:19]=[CH:18][C:17](B(O)O)=[CH:16][CH:15]=1.[O-]P([O-])([O-])=O.[K+].[K+].[K+], predict the reaction product. The product is: [Cl:1][C:2]1[C:3]([C:17]2[CH:18]=[CH:19][C:14]([Cl:13])=[CH:15][CH:16]=2)=[CH:4][C:5]([N+:9]([O-:11])=[O:10])=[C:6]([CH:8]=1)[NH2:7]. (7) The product is: [CH3:1][C:2]1[O:6][C:5]([C:7]2[C:8]3[N:16]=[N:15][N:14]([CH2:18][C:19]4[CH:20]=[CH:21][CH:22]=[C:23]([C:25]([OH:28])([CH3:26])[CH3:27])[N:24]=4)[C:9]=3[N:10]=[C:11]([NH2:13])[N:12]=2)=[CH:4][CH:3]=1. Given the reactants [CH3:1][C:2]1[O:6][C:5]([C:7]2[C:8]3[NH:16][N:15]=[N:14][C:9]=3[N:10]=[C:11]([NH2:13])[N:12]=2)=[CH:4][CH:3]=1.Br[CH2:18][C:19]1[N:24]=[C:23]([C:25]([OH:28])([CH3:27])[CH3:26])[CH:22]=[CH:21][CH:20]=1, predict the reaction product. (8) Given the reactants [CH2:1]1[C@H:13]2[C@H:4]([N:5]([CH2:14][CH2:15][NH2:16])[C:6]3[CH:7]=[CH:8][CH:9]=[CH:10][C:11]=3[CH2:12]2)[CH2:3][CH2:2]1.C=O.C(O)(C(F)(F)F)=O, predict the reaction product. The product is: [CH2:1]1[C@@H:13]2[C@H:4]([N:5]([CH2:14][CH2:15][NH2:16])[C:6]3[CH:7]=[CH:8][CH:9]=[CH:10][C:11]=3[CH2:12]2)[CH2:3][CH2:2]1. (9) Given the reactants [CH2:1]([O:3][C:4]1[CH:9]=[CH:8][C:7]([NH:10][C:11](=[O:23])[CH2:12][O:13][C:14]2[CH:19]=[CH:18][CH:17]=[C:16]([O:20][CH2:21][CH3:22])[CH:15]=2)=[C:6]([N+:24]([O-])=O)[CH:5]=1)[CH3:2], predict the reaction product. The product is: [NH2:24][C:6]1[CH:5]=[C:4]([O:3][CH2:1][CH3:2])[CH:9]=[CH:8][C:7]=1[NH:10][C:11](=[O:23])[CH2:12][O:13][C:14]1[CH:19]=[CH:18][CH:17]=[C:16]([O:20][CH2:21][CH3:22])[CH:15]=1.